Dataset: Full USPTO retrosynthesis dataset with 1.9M reactions from patents (1976-2016). Task: Predict the reactants needed to synthesize the given product. Given the product [Br:19][C:16]1[CH:17]=[CH:18][C:13]2[N:14]([CH:2]=[C:3]([CH2:4][CH2:5][C:6]([O:8][CH2:9][CH3:10])=[O:7])[N:12]=2)[CH:15]=1, predict the reactants needed to synthesize it. The reactants are: Cl[CH2:2][CH2:3][C:4](=O)[CH2:5][C:6]([O:8][CH2:9][CH3:10])=[O:7].[NH2:12][C:13]1[CH:18]=[CH:17][C:16]([Br:19])=[CH:15][N:14]=1.